This data is from Forward reaction prediction with 1.9M reactions from USPTO patents (1976-2016). The task is: Predict the product of the given reaction. (1) Given the reactants Cl[C:2]1[N:7]=[C:6]([N:8]([CH3:10])[CH3:9])[C:5]([CH3:11])=[CH:4][N:3]=1.C(OC(=O)[NH:21][CH2:22][C@H:23]1[CH2:28][CH2:27][C@@H:26]([NH2:29])[CH2:25][CH2:24]1)C1C=CC=CC=1.C([O-])(O)=O.[Na+], predict the reaction product. The product is: [NH2:21][CH2:22][C@@H:23]1[CH2:28][CH2:27][C@H:26]([NH:29][C:2]2[N:7]=[C:6]([N:8]([CH3:10])[CH3:9])[C:5]([CH3:11])=[CH:4][N:3]=2)[CH2:25][CH2:24]1. (2) Given the reactants [CH:1]([NH:4][CH2:5][CH2:6][NH2:7])([CH3:3])[CH3:2].C1(N)CCC1.Cl[C:14]1[C:15]2[CH:34]=[CH:33][NH:32][C:16]=2[N:17]=[C:18]([NH:20][C:21]2[CH:22]=[C:23]([NH:27][S:28]([CH3:31])(=[O:30])=[O:29])[CH:24]=[CH:25][CH:26]=2)[N:19]=1.ClC1N=C(NC2C=C(NS(C)(=O)=O)C=CC=2)N=C2C=1N=CN2, predict the reaction product. The product is: [CH:1]([NH:4][CH2:5][CH2:6][NH:7][C:14]1[C:15]2[CH:34]=[CH:33][NH:32][C:16]=2[N:17]=[C:18]([NH:20][C:21]2[CH:22]=[C:23]([NH:27][S:28]([CH3:31])(=[O:30])=[O:29])[CH:24]=[CH:25][CH:26]=2)[N:19]=1)([CH3:3])[CH3:2].